From a dataset of HIV replication inhibition screening data with 41,000+ compounds from the AIDS Antiviral Screen. Binary Classification. Given a drug SMILES string, predict its activity (active/inactive) in a high-throughput screening assay against a specified biological target. (1) The compound is COc1ccc(NC(C)c2ccncc2)cc1. The result is 0 (inactive). (2) The molecule is C#CCOCn1cnc2ncnc(Cl)c21. The result is 0 (inactive). (3) The drug is OCCC1(O)CCC(O)CC1. The result is 0 (inactive). (4) The drug is COc1ccc(P2(=S)Oc3ccc(C(c4ccccc4)(c4ccccc4)c4ccccc4)cc3O2)cc1. The result is 0 (inactive). (5) The compound is CC(C)OC1=C(CC2(C)OCCO2)C(=O)C12OCCO2. The result is 0 (inactive). (6) The molecule is Oc1nc2cc(Cl)ccc2nc1C(=NNc1ccccc1)C(O)c1ccc(Cl)c(Cl)c1. The result is 0 (inactive). (7) The compound is S=C1NC2(CCCCCC2)NN1c1ccccc1. The result is 0 (inactive).